Dataset: Forward reaction prediction with 1.9M reactions from USPTO patents (1976-2016). Task: Predict the product of the given reaction. (1) The product is: [CH3:1][O:2][C@@H:3]([CH3:22])[CH2:4][O:5][C:6]1[CH:7]=[CH:8][C:9]([CH:12]([NH2:14])[CH3:13])=[CH:10][CH:11]=1. Given the reactants [CH3:1][O:2][C@@H:3]([CH3:22])[CH2:4][O:5][C:6]1[CH:11]=[CH:10][C:9]([CH:12]([NH:14]C(=O)OC(C)(C)C)[CH3:13])=[CH:8][CH:7]=1.FC(F)(F)C(O)=O, predict the reaction product. (2) Given the reactants C([O-])([O-])=O.[K+].[K+].[C@@H]1(N)CCCC[C@H]1N.[O:15]=[C:16]1[NH:21][CH2:20][CH:19]2[CH2:22][CH2:23][N:24]([C:26]([O:28][C:29]([CH3:32])([CH3:31])[CH3:30])=[O:27])[CH2:25][CH:18]2[O:17]1.I[C:34]1[CH:43]=[CH:42][C:37]2[O:38][CH2:39][CH2:40][O:41][C:36]=2[CH:35]=1, predict the reaction product. The product is: [O:38]1[CH2:39][CH2:40][O:41][C:36]2[CH:35]=[C:34]([N:21]3[CH2:20][CH:19]4[CH2:22][CH2:23][N:24]([C:26]([O:28][C:29]([CH3:32])([CH3:31])[CH3:30])=[O:27])[CH2:25][CH:18]4[O:17][C:16]3=[O:15])[CH:43]=[CH:42][C:37]1=2. (3) Given the reactants [CH2:1]([N:8]1[CH:12]=[N:11][C:10](Br)=[N:9]1)[C:2]1[CH:7]=[CH:6][CH:5]=[CH:4][CH:3]=1.[NH2:14][C:15]1[CH:16]=[C:17]([NH:21][C:22](=[O:28])[O:23][C:24]([CH3:27])([CH3:26])[CH3:25])[CH:18]=[CH:19][CH:20]=1.CC(C)([O-])C.[Na+].C(P(C(C)(C)C)C1C=CC=CC=1C1C(C(C)C)=CC(C(C)C)=CC=1C(C)C)(C)(C)C, predict the reaction product. The product is: [C:24]([O:23][C:22](=[O:28])[NH:21][C:17]1[CH:18]=[CH:19][CH:20]=[C:15]([NH:14][C:10]2[N:11]=[CH:12][N:8]([CH2:1][C:2]3[CH:7]=[CH:6][CH:5]=[CH:4][CH:3]=3)[N:9]=2)[CH:16]=1)([CH3:27])([CH3:25])[CH3:26]. (4) Given the reactants [Br:1][C:2]1[CH:7]=[C:6]([CH3:8])[CH:5]=[C:4]([CH3:9])[CH:3]=1.C1C(=O)N([Br:17])C(=O)C1.CC(N=NC(C#N)(C)C)(C#N)C, predict the reaction product. The product is: [Br:1][C:2]1[CH:7]=[C:6]([CH3:8])[CH:5]=[C:4]([CH2:9][Br:17])[CH:3]=1.